The task is: Predict which catalyst facilitates the given reaction.. This data is from Catalyst prediction with 721,799 reactions and 888 catalyst types from USPTO. Reactant: [CH:1]1[C:13]2[CH:12]([O:14][C:15](=[O:44])[N:16]([CH3:43])[C@@H:17]([CH:40]([CH3:42])[CH3:41])[C:18]([NH:20][C@@H:21]([CH2:33][CH2:34][CH2:35][NH:36][C:37]([NH2:39])=[O:38])[C:22]([NH:24][C:25]3[CH:30]=[CH:29][C:28]([CH2:31][OH:32])=[CH:27][CH:26]=3)=[O:23])=[O:19])[C:11]3[C:6](=[CH:7][CH:8]=[CH:9][CH:10]=3)[C:5]=2[CH:4]=[CH:3][CH:2]=1.[C:45](=O)([O:56]C1C=CC([N+]([O-])=O)=CC=1)[O:46][C:47]1[CH:52]=[CH:51][C:50]([N+:53]([O-:55])=[O:54])=[CH:49][CH:48]=1.CCN(C(C)C)C(C)C.CCOCC. Product: [CH:1]1[C:13]2[CH:12]([O:14][C:15](=[O:44])[N:16]([CH3:43])[C@@H:17]([CH:40]([CH3:41])[CH3:42])[C:18]([NH:20][C@@H:21]([CH2:33][CH2:34][CH2:35][NH:36][C:37]([NH2:39])=[O:38])[C:22]([NH:24][C:25]3[CH:26]=[CH:27][C:28]([CH2:31][O:32][C:45]([O:46][C:47]4[CH:48]=[CH:49][C:50]([N+:53]([O-:55])=[O:54])=[CH:51][CH:52]=4)=[O:56])=[CH:29][CH:30]=3)=[O:23])=[O:19])[C:11]3[C:6](=[CH:7][CH:8]=[CH:9][CH:10]=3)[C:5]=2[CH:4]=[CH:3][CH:2]=1. The catalyst class is: 3.